From a dataset of Forward reaction prediction with 1.9M reactions from USPTO patents (1976-2016). Predict the product of the given reaction. (1) Given the reactants Cl[CH2:2][CH2:3][CH:4]1[CH2:12][CH2:11][CH2:10][C:9]2[N:8]([CH3:13])[CH:7]=[CH:6][C:5]1=2.[CH3:14][NH:15][CH2:16][C:17]1[CH:22]=[CH:21][CH:20]=[CH:19][CH:18]=1.C([O-])([O-])=O.[K+].[K+].[Na+].[I-], predict the reaction product. The product is: [CH2:16]([N:15]([CH3:14])[CH2:2][CH2:3][CH:4]1[CH2:12][CH2:11][CH2:10][C:9]2[N:8]([CH3:13])[CH:7]=[CH:6][C:5]1=2)[C:17]1[CH:22]=[CH:21][CH:20]=[CH:19][CH:18]=1. (2) Given the reactants C1C=CC2N(O)N=NC=2C=1.[C:11]1([CH3:20])[CH:16]=[CH:15][CH:14]=[C:13]([C:17](O)=[O:18])[CH:12]=1.C[CH2:22][N:23](C(C)C)[CH:24](C)C.Cl.CNC, predict the reaction product. The product is: [CH3:20][C:11]1[CH:12]=[C:13]([CH:14]=[CH:15][CH:16]=1)[C:17]([N:23]([CH3:24])[CH3:22])=[O:18].